Dataset: Reaction yield outcomes from USPTO patents with 853,638 reactions. Task: Predict the reaction yield, written as a fraction of the theoretical maximum amount of product (1.0 means a 100% yield; for example, 0.34 means a 34% yield). The reactants are O[C:2]1[C:7]([CH3:8])=[N:6][N:5]([CH3:9])[C:4](=[O:10])[CH:3]=1.O=P(Cl)(Cl)[Cl:13]. No catalyst specified. The product is [Cl:13][C:2]1[C:7]([CH3:8])=[N:6][N:5]([CH3:9])[C:4](=[O:10])[CH:3]=1. The yield is 0.700.